Predict the product of the given reaction. From a dataset of Forward reaction prediction with 1.9M reactions from USPTO patents (1976-2016). (1) Given the reactants [BH4-].[Na+].CO.[F:5][C:6]1[CH:13]=[CH:12][C:9]([CH:10]=[O:11])=[CH:8][N:7]=1, predict the reaction product. The product is: [F:5][C:6]1[N:7]=[CH:8][C:9]([CH2:10][OH:11])=[CH:12][CH:13]=1. (2) Given the reactants Cl.[NH:2]1[CH2:6][CH2:5][C@H:4]([C:7]([O:9][CH3:10])=[O:8])[CH2:3]1.[C:11](N1C=CN=C1)([N:13]1[CH:17]=[CH:16][N:15]=[CH:14]1)=[O:12].C(N(CC)CC)C, predict the reaction product. The product is: [N:13]1([C:11]([N:2]2[CH2:6][CH2:5][C@H:4]([C:7]([O:9][CH3:10])=[O:8])[CH2:3]2)=[O:12])[CH:17]=[CH:16][N:15]=[CH:14]1.